This data is from Reaction yield outcomes from USPTO patents with 853,638 reactions. The task is: Predict the reaction yield, written as a fraction of the theoretical maximum amount of product (1.0 means a 100% yield; for example, 0.34 means a 34% yield). (1) The reactants are [CH2:1]([N:8]1[CH2:13][CH2:12][N:11]([CH:14]2[CH2:21][CH:17]3[CH2:18][NH:19][CH2:20][CH:16]3[CH2:15]2)[CH2:10][CH2:9]1)[C:2]1[CH:7]=[CH:6][CH:5]=[CH:4][CH:3]=1.[CH2:22]=O. The catalyst is C(O)=O. The product is [CH2:1]([N:8]1[CH2:13][CH2:12][N:11]([CH:14]2[CH2:21][CH:17]3[CH2:18][N:19]([CH3:22])[CH2:20][CH:16]3[CH2:15]2)[CH2:10][CH2:9]1)[C:2]1[CH:3]=[CH:4][CH:5]=[CH:6][CH:7]=1. The yield is 0.870. (2) The reactants are [NH2:1][C:2]1[CH:3]=[C:4]([C:9]2[N:10]([CH2:22][CH3:23])[C:11]3[C:16]([C:17]=2[C:18]#[N:19])=[CH:15][CH:14]=[C:13]([O:20][CH3:21])[CH:12]=3)[CH:5]=[CH:6][C:7]=1[OH:8].C1N=CN([C:29](N2C=NC=C2)=[O:30])C=1. The catalyst is C1COCC1. The product is [CH2:22]([N:10]1[C:11]2[C:16](=[CH:15][CH:14]=[C:13]([O:20][CH3:21])[CH:12]=2)[C:17]([C:18]#[N:19])=[C:9]1[C:4]1[CH:5]=[CH:6][C:7]2[O:8][C:29](=[O:30])[NH:1][C:2]=2[CH:3]=1)[CH3:23]. The yield is 0.810. (3) The catalyst is C1(OC)C=CC=CC=1. The reactants are [F:1][C:2]([F:7])([F:6])[C:3]([OH:5])=[O:4].[C:8]([C:12]1[CH:17]=[CH:16][C:15]([C:18]([C:37]2[CH:42]=[CH:41][C:40]([C:43]3([OH:47])[CH2:46][CH2:45][CH2:44]3)=[C:39]([O:48]C)[N:38]=2)=[CH:19][CH:20]2[N:24](CC3C=CC(OC)=CC=3OC)[C:23](=[O:36])[CH2:22][CH2:21]2)=[CH:14][CH:13]=1)([CH3:11])([CH3:10])[CH3:9]. The product is [F:1][C:2]([F:7])([F:6])[C:3]([OH:5])=[O:4].[C:8]([C:12]1[CH:13]=[CH:14][C:15]([C:18]([C:37]2[NH:38][C:39](=[O:48])[C:40]([C:43]3([OH:47])[CH2:44][CH2:45][CH2:46]3)=[CH:41][CH:42]=2)=[CH:19][C@H:20]2[CH2:21][CH2:22][C:23](=[O:36])[NH:24]2)=[CH:16][CH:17]=1)([CH3:11])([CH3:9])[CH3:10]. The yield is 0.00100. (4) The reactants are [CH3:1][O:2][C:3]1[CH:4]=[C:5]([CH:9]=[CH:10][C:11]=1[O:12][CH2:13][C:14]1[CH:19]=[CH:18][N:17]=[CH:16][CH:15]=1)[C:6]([OH:8])=O.[NH2:20][C:21]1[CH:26]=[CH:25][C:24]([C:27]2([C:32]#[N:33])[CH2:31][CH2:30][CH2:29][CH2:28]2)=[CH:23][CH:22]=1.C1C=CC2N(O)N=NC=2C=1.C(Cl)CCl. The catalyst is C(Cl)Cl. The product is [C:32]([C:27]1([C:24]2[CH:23]=[CH:22][C:21]([NH:20][C:6](=[O:8])[C:5]3[CH:9]=[CH:10][C:11]([O:12][CH2:13][C:14]4[CH:19]=[CH:18][N:17]=[CH:16][CH:15]=4)=[C:3]([O:2][CH3:1])[CH:4]=3)=[CH:26][CH:25]=2)[CH2:31][CH2:30][CH2:29][CH2:28]1)#[N:33]. The yield is 0.290. (5) The reactants are Br[C:2]1[S:6][C:5]([CH3:7])=[N:4][C:3]=1[C@@H:8]1[CH2:13][CH2:12][C@H:11]([F:14])[CH2:10][C@H:9]1[C:15]([O:17][CH3:18])=[O:16].[O:19]1[CH2:24][CH2:23][N:22]([C:25]2[CH:30]=[CH:29][C:28](B(O)O)=[CH:27][CH:26]=2)[CH2:21][CH2:20]1.S(C1C=C(P(C2C=CC=C(S([O-])(=O)=O)C=2)C2C=CC=C(S([O-])(=O)=O)C=2)C=CC=1)([O-])(=O)=O.CN(C=O)C. The catalyst is CC([O-])=O.CC([O-])=O.[Pd+2].O. The product is [F:14][C@@H:11]1[CH2:10][C@@H:9]([C:15]([O:17][CH3:18])=[O:16])[C@H:8]([C:3]2[N:4]=[C:5]([CH3:7])[S:6][C:2]=2[C:28]2[CH:27]=[CH:26][C:25]([N:22]3[CH2:21][CH2:20][O:19][CH2:24][CH2:23]3)=[CH:30][CH:29]=2)[CH2:13][CH2:12]1. The yield is 0.780. (6) The reactants are [Br:1][C@@H:2]1[C@H:8]2[CH2:9][C@H:5]([C:6](=[O:10])[O:7]2)[CH2:4][CH2:3]1.[NH3:11].CO. The catalyst is C1COCC1. The product is [Br:1][C@H:2]1[CH2:3][CH2:4][C@@H:5]([C:6]([NH2:11])=[O:10])[CH2:9][C@H:8]1[OH:7]. The yield is 1.00.